From a dataset of Full USPTO retrosynthesis dataset with 1.9M reactions from patents (1976-2016). Predict the reactants needed to synthesize the given product. (1) Given the product [CH:16]1[C:15]2[CH:14]([CH2:13][O:12][C:10]([NH:9][C@@H:5]([C:6]([NH:35][CH2:34][C:33]([O:32][CH3:31])=[O:36])=[O:8])[CH2:4][CH2:3][CH2:2][CH3:1])=[O:11])[C:26]3[C:21](=[CH:22][CH:23]=[CH:24][CH:25]=3)[C:20]=2[CH:19]=[CH:18][CH:17]=1, predict the reactants needed to synthesize it. The reactants are: [CH3:1][CH2:2][CH2:3][CH2:4][C@@H:5]([NH:9][C:10]([O:12][CH2:13][CH:14]1[C:26]2[C:21](=[CH:22][CH:23]=[CH:24][CH:25]=2)[C:20]2[C:15]1=[CH:16][CH:17]=[CH:18][CH:19]=2)=[O:11])[C:6]([OH:8])=O.N=C=N.Cl.[CH3:31][O:32][C:33](=[O:36])[CH2:34][NH2:35].C1C=NC2N(O)N=NC=2C=1.C(N(C(C)C)CC)(C)C. (2) The reactants are: [Br:1][C:2]1[C:13]([F:14])=[CH:12][C:5]2[O:6][CH2:7][CH2:8][CH2:9][C:10](=[O:11])[C:4]=2[CH:3]=1.[Br:15]Br. Given the product [Br:15][CH:9]1[C:10](=[O:11])[C:4]2[CH:3]=[C:2]([Br:1])[C:13]([F:14])=[CH:12][C:5]=2[O:6][CH2:7][CH2:8]1, predict the reactants needed to synthesize it.